This data is from Full USPTO retrosynthesis dataset with 1.9M reactions from patents (1976-2016). The task is: Predict the reactants needed to synthesize the given product. Given the product [CH3:1][NH:2][CH2:9][C:10]1[CH:11]=[CH:12][C:13]([N+:16]([O-:18])=[O:17])=[CH:14][CH:15]=1, predict the reactants needed to synthesize it. The reactants are: [CH3:1][N:2]([CH2:9][C:10]1[CH:15]=[CH:14][C:13]([N+:16]([O-:18])=[O:17])=[CH:12][CH:11]=1)C(=O)C(F)(F)F.[OH-].[Na+].